This data is from Reaction yield outcomes from USPTO patents with 853,638 reactions. The task is: Predict the reaction yield, written as a fraction of the theoretical maximum amount of product (1.0 means a 100% yield; for example, 0.34 means a 34% yield). (1) The reactants are [C:1]1([C:25]2[CH:30]=[CH:29][CH:28]=[CH:27][CH:26]=2)[CH:6]=[CH:5][C:4]([CH2:7][C@@H:8]([NH:17][C:18](OC(C)(C)C)=[O:19])[CH2:9][C@:10]([CH2:15][OH:16])([CH3:14])[C:11]([OH:13])=[O:12])=[CH:3][CH:2]=1.CCN=C=NC[CH2:37][CH2:38][N:39]([CH3:41])[CH3:40].C1C=C[C:45]2[N:50](O)[N:49]=[N:48][C:46]=2C=1.N1(CCO)C[CH2:56][O:55][CH2:54]C1.N1C=C(C(O)=O)N=N1.CN(C(ON1N=NC2C=CC=NC1=2)=[N+](C)C)C.F[P-](F)(F)(F)(F)F.CCN(C(C)C)C(C)C. The catalyst is C(Cl)Cl.CN(C=O)C. The product is [N:39]1([CH2:38][CH2:37][O:13][C:11](=[O:12])[C@@:10]([CH2:15][OH:16])([CH3:14])[CH2:9][C@H:8]([NH:17][C:18]([C:46]2[NH:48][N:49]=[N:50][CH:45]=2)=[O:19])[CH2:7][C:4]2[CH:3]=[CH:2][C:1]([C:25]3[CH:30]=[CH:29][CH:28]=[CH:27][CH:26]=3)=[CH:6][CH:5]=2)[CH2:40][CH2:56][O:55][CH2:54][CH2:41]1. The yield is 0.950. (2) The reactants are [NH2:1][C:2]1[C:3]([F:9])=[C:4]([CH3:8])[CH:5]=[CH:6][CH:7]=1.O=[C:11]([CH2:16][C:17]([O:19][CH3:20])=[O:18])[C:12]([O:14][CH3:15])=[O:13]. The catalyst is CC1C=CC(S(O)(=O)=O)=CC=1. The product is [F:9][C:3]1[C:4]([CH3:8])=[CH:5][CH:6]=[CH:7][C:2]=1/[N:1]=[C:11](\[CH2:16][C:17]([O:19][CH3:20])=[O:18])/[C:12]([O:14][CH3:15])=[O:13]. The yield is 0.530. (3) The reactants are [Cl:1][C:2]1[C:3]([F:48])=[C:4]([C@@H:8]2[C@:12]([C:15]3[CH:20]=[CH:19][C:18]([Cl:21])=[CH:17][C:16]=3[F:22])([C:13]#[N:14])[C@H:11]([CH2:23][C:24]([CH3:27])([CH3:26])[CH3:25])[NH:10][C@H:9]2[C:28]([NH:30][C:31]2[CH:36]=[CH:35][C:34]([N:37]3[CH2:42][CH2:41][CH:40]([C:43]([O:45]CC)=[O:44])[CH2:39][CH2:38]3)=[CH:33][CH:32]=2)=[O:29])[CH:5]=[CH:6][CH:7]=1.O.[OH-].[Li+].Cl. The catalyst is C1COCC1.O.CCOC(C)=O. The product is [Cl:21][C:18]1[CH:19]=[CH:20][C:15]([C@@:12]2([C:13]#[N:14])[C@H:11]([CH2:23][C:24]([CH3:27])([CH3:26])[CH3:25])[NH:10][C@@H:9]([C:28]([NH:30][C:31]3[CH:36]=[CH:35][C:34]([N:37]4[CH2:42][CH2:41][CH:40]([C:43]([OH:45])=[O:44])[CH2:39][CH2:38]4)=[CH:33][CH:32]=3)=[O:29])[C@@H:8]2[C:4]2[CH:5]=[CH:6][CH:7]=[C:2]([Cl:1])[C:3]=2[F:48])=[C:16]([F:22])[CH:17]=1. The yield is 1.00. (4) The reactants are [Br:1][C:2]1[CH:9]=[C:8]([F:10])[C:5]([C:6]#[N:7])=[C:4](F)[CH:3]=1.[CH2:12]([O:19][C@H:20]1[CH2:25][CH2:24][CH2:23][CH2:22][C@@H:21]1[NH2:26])[C:13]1[CH:18]=[CH:17][CH:16]=[CH:15][CH:14]=1.CCN(C(C)C)C(C)C.[NH4+].[Cl-]. The catalyst is CS(C)=O. The product is [CH2:12]([O:19][C@H:20]1[CH2:25][CH2:24][CH2:23][CH2:22][C@@H:21]1[NH:26][C:4]1[CH:3]=[C:2]([Br:1])[CH:9]=[C:8]([F:10])[C:5]=1[C:6]#[N:7])[C:13]1[CH:18]=[CH:17][CH:16]=[CH:15][CH:14]=1. The yield is 0.920. (5) The reactants are [S:1]1[C:5]2[CH:6]=[CH:7][CH:8]=[CH:9][C:4]=2[N:3]=[C:2]1[C:10]1[CH:21]=[CH:20][C:19]([N+:22]([O-])=O)=[CH:18][C:11]=1[O:12][CH2:13][CH2:14][N:15]([CH3:17])[CH3:16].O.O.[Sn](Cl)Cl.CO. The catalyst is CCO. The product is [S:1]1[C:5]2[CH:6]=[CH:7][CH:8]=[CH:9][C:4]=2[N:3]=[C:2]1[C:10]1[CH:21]=[CH:20][C:19]([NH2:22])=[CH:18][C:11]=1[O:12][CH2:13][CH2:14][N:15]([CH3:17])[CH3:16]. The yield is 0.750. (6) The reactants are [N+:1]([C:4]1[CH:5]=[C:6]2[C:10](=[CH:11][CH:12]=1)[N:9]([CH2:13][CH2:14][N:15]1[CH2:20][CH2:19][CH2:18][CH2:17][CH2:16]1)[CH:8]=[CH:7]2)([O-])=O.O.NN. The catalyst is CO.[Ni]. The product is [N:15]1([CH2:14][CH2:13][N:9]2[C:10]3[C:6](=[CH:5][C:4]([NH2:1])=[CH:12][CH:11]=3)[CH:7]=[CH:8]2)[CH2:20][CH2:19][CH2:18][CH2:17][CH2:16]1. The yield is 0.970.